From a dataset of Forward reaction prediction with 1.9M reactions from USPTO patents (1976-2016). Predict the product of the given reaction. Given the reactants [CH3:1][C:2]([CH3:15])([O:4][C:5]([NH:7][C:8]1([C:12](O)=O)[CH2:11][CH2:10][CH2:9]1)=[O:6])[CH3:3].CN(C(ON1N=NC2C=CC=CC1=2)=[N+](C)C)C.[B-](F)(F)(F)F.CCN(CC)CC.[CH3:45][O:46][C:47](=[O:58])[C:48]1[CH:53]=[C:52]([NH:54][CH3:55])[C:51]([NH2:56])=[CH:50][C:49]=1[CH3:57], predict the reaction product. The product is: [CH3:45][O:46][C:47]([C:48]1[C:49]([CH3:57])=[CH:50][C:51]2[N:56]=[C:12]([C:8]3([NH:7][C:5]([O:4][C:2]([CH3:15])([CH3:3])[CH3:1])=[O:6])[CH2:11][CH2:10][CH2:9]3)[N:54]([CH3:55])[C:52]=2[CH:53]=1)=[O:58].